From a dataset of Full USPTO retrosynthesis dataset with 1.9M reactions from patents (1976-2016). Predict the reactants needed to synthesize the given product. (1) Given the product [Cl:1][C:2]1[CH:7]=[C:6]([F:8])[CH:5]=[CH:4][C:3]=1[C@@H:9]1[C:14]([C:15]([O:17][C@H:18]([CH3:25])[C:19]([O:21][CH:22]([CH3:24])[CH3:23])=[O:20])=[O:16])=[C:13]([CH2:26][N:33]2[CH2:38][CH2:37][O:36][CH2:35][CH2:34]2)[NH:12][C:11]([C:28]2[S:29][CH:30]=[CH:31][N:32]=2)=[N:10]1, predict the reactants needed to synthesize it. The reactants are: [Cl:1][C:2]1[CH:7]=[C:6]([F:8])[CH:5]=[CH:4][C:3]=1[C@@H:9]1[C:14]([C:15]([O:17][C@H:18]([CH3:25])[C:19]([O:21][CH:22]([CH3:24])[CH3:23])=[O:20])=[O:16])=[C:13]([CH2:26]Br)[NH:12][C:11]([C:28]2[S:29][CH:30]=[CH:31][N:32]=2)=[N:10]1.[NH:33]1[CH2:38][CH2:37][O:36][CH2:35][CH2:34]1. (2) Given the product [C:38]1([CH2:43][CH2:4][CH2:11][CH2:12][O:13][C:46]2[CH:45]=[CH:7][C:3](/[CH:21]=[CH:22]/[C:2]3[CH:10]=[CH:9][CH:8]=[C:7]4[C:3]=3[C:4]([CH2:11][C:12]([O:14][CH3:15])=[O:13])=[CH:5][NH:6]4)=[CH:2][CH:10]=2)[CH:37]=[CH:42][CH:41]=[CH:40][CH:39]=1, predict the reactants needed to synthesize it. The reactants are: Br[C:2]1[CH:10]=[CH:9][CH:8]=[C:7]2[C:3]=1[C:4]([CH2:11][C:12]([O:14][CH3:15])=[O:13])=[CH:5][NH:6]2.C(N([CH2:21][CH3:22])CC)C.[C:38]1([CH3:43])[CH:39]=[CH:40][CH:41]=[CH:42][C:37]=1P([C:37]1[CH:42]=[CH:41][CH:40]=[CH:39][C:38]=1[CH3:43])[C:37]1[CH:42]=[CH:41][CH:40]=[CH:39][C:38]=1[CH3:43].[C:45](#N)[CH3:46]. (3) The reactants are: [N+:1]([C:4]1[CH:5]=[N:6][CH:7]=[CH:8][C:9]=1[N:10]1[CH2:16][CH2:15][CH2:14][N:13]([C:17]([O:19][C:20]([CH3:23])([CH3:22])[CH3:21])=[O:18])[CH2:12][CH2:11]1)([O-])=O.[NH4+].[Cl-].CCO. Given the product [NH2:1][C:4]1[CH:5]=[N:6][CH:7]=[CH:8][C:9]=1[N:10]1[CH2:16][CH2:15][CH2:14][N:13]([C:17]([O:19][C:20]([CH3:23])([CH3:22])[CH3:21])=[O:18])[CH2:12][CH2:11]1, predict the reactants needed to synthesize it.